Dataset: Forward reaction prediction with 1.9M reactions from USPTO patents (1976-2016). Task: Predict the product of the given reaction. (1) Given the reactants [F:1][C:2]1[CH:3]=[C:4]([CH:32]=[C:33]([F:35])[CH:34]=1)[CH2:5][NH:6][C:7]1[CH:12]=[C:11]([NH:13][C:14]2[CH:19]=[CH:18][C:17]([CH2:20][CH2:21][CH2:22]OS(C)(=O)=O)=[CH:16][CH:15]=2)[N:10]=[CH:9][C:8]=1[CH2:28][C:29]([NH2:31])=[O:30].[N-:36]=[N+:37]=[N-:38].[Na+].CCCCCC, predict the reaction product. The product is: [N:36]([CH2:22][CH2:21][CH2:20][C:17]1[CH:16]=[CH:15][C:14]([NH:13][C:11]2[N:10]=[CH:9][C:8]([CH2:28][C:29]([NH2:31])=[O:30])=[C:7]([NH:6][CH2:5][C:4]3[CH:32]=[C:33]([F:35])[CH:34]=[C:2]([F:1])[CH:3]=3)[CH:12]=2)=[CH:19][CH:18]=1)=[N+:37]=[N-:38]. (2) Given the reactants [Br:1][C:2]1[CH:6]=[N:5][N:4]([CH3:7])[C:3]=1[NH:8][C:9](=[O:17])[C:10]1[CH:15]=[CH:14][CH:13]=[C:12](I)[CH:11]=1.[F:18][C:19]([F:30])([F:29])[C:20]1[CH:25]=[CH:24][C:23](B(O)O)=[CH:22][CH:21]=1.C(=O)([O-])[O-].[Cs+].[Cs+].COCCOC, predict the reaction product. The product is: [Br:1][C:2]1[CH:6]=[N:5][N:4]([CH3:7])[C:3]=1[NH:8][C:9]([C:10]1[CH:11]=[C:12]([C:23]2[CH:24]=[CH:25][C:20]([C:19]([F:30])([F:29])[F:18])=[CH:21][CH:22]=2)[CH:13]=[CH:14][CH:15]=1)=[O:17]. (3) Given the reactants [CH:1]1([C:6]2[CH:14]=[CH:13][C:9]([C:10]([OH:12])=O)=[CH:8][CH:7]=2)[CH2:5][CH2:4][CH2:3][CH2:2]1.CN(C(ON1N=NC2C=CC=NC1=2)=[N+](C)C)C.F[P-](F)(F)(F)(F)F.C(N(CC)CC)C.[NH2:46][CH2:47][C:48]1[C:49]([OH:56])=[N:50][C:51]([CH3:55])=[CH:52][C:53]=1[CH3:54], predict the reaction product. The product is: [CH:1]1([C:6]2[CH:7]=[CH:8][C:9]([C:10]([NH:46][CH2:47][C:48]3[C:49]([OH:56])=[N:50][C:51]([CH3:55])=[CH:52][C:53]=3[CH3:54])=[O:12])=[CH:13][CH:14]=2)[CH2:2][CH2:3][CH2:4][CH2:5]1. (4) The product is: [C:1]([O:5][C:6](=[O:25])[NH:7][C:8]1[CH:13]=[C:12]([N:14]2[CH2:15][CH2:16][O:17][CH2:18][CH2:19]2)[C:11]([C:20]([F:21])([F:22])[F:23])=[CH:10][C:9]=1[NH:24][C:31](=[O:30])[CH2:32][C:33](=[O:45])[C:34]1[CH:39]=[CH:38][CH:37]=[C:36]([N:40]2[CH:44]=[CH:43][CH:42]=[N:41]2)[CH:35]=1)([CH3:4])([CH3:2])[CH3:3]. Given the reactants [C:1]([O:5][C:6](=[O:25])[NH:7][C:8]1[CH:13]=[C:12]([N:14]2[CH2:19][CH2:18][O:17][CH2:16][CH2:15]2)[C:11]([C:20]([F:23])([F:22])[F:21])=[CH:10][C:9]=1[NH2:24])([CH3:4])([CH3:3])[CH3:2].C([O:30][C:31](=O)[CH2:32][C:33](=[O:45])[C:34]1[CH:39]=[CH:38][CH:37]=[C:36]([N:40]2[CH:44]=[CH:43][CH:42]=[N:41]2)[CH:35]=1)(C)(C)C, predict the reaction product. (5) Given the reactants CO[C:3]([C:5]1[C:6]([OH:39])=[C:7]2[C:12](=[C:13]([C:15]3[CH:16]=[N:17][CH:18]=[CH:19][CH:20]=3)[N:14]=1)[N:11]([CH2:21][C:22]1[CH:27]=[CH:26][CH:25]=[CH:24][CH:23]=1)[C:10](=[O:28])[C:9]([C:29]1[CH:34]=[CH:33][C:32]([C:35]([F:38])([F:37])[F:36])=[CH:31][CH:30]=1)=[CH:8]2)=[O:4].[NH2:40][CH2:41][CH2:42][C:43]([OH:45])=[O:44].C[O-].[Na+], predict the reaction product. The product is: [CH2:21]([N:11]1[C:12]2[C:7](=[C:6]([OH:39])[C:5]([C:3]([NH:40][CH2:41][CH2:42][C:43]([OH:45])=[O:44])=[O:4])=[N:14][C:13]=2[C:15]2[CH:16]=[N:17][CH:18]=[CH:19][CH:20]=2)[CH:8]=[C:9]([C:29]2[CH:30]=[CH:31][C:32]([C:35]([F:36])([F:38])[F:37])=[CH:33][CH:34]=2)[C:10]1=[O:28])[C:22]1[CH:27]=[CH:26][CH:25]=[CH:24][CH:23]=1. (6) The product is: [Cl:15][C:16]1[CH:22]=[C:21]([S:23]([C:26]([F:27])([F:28])[F:29])(=[O:25])=[O:24])[CH:20]=[CH:19][C:17]=1[NH:18][C:4](=[O:6])[C:3]1[C:7]([CH:12]([CH3:14])[CH3:13])=[CH:8][CH:9]=[C:10]([CH3:11])[C:2]=1[OH:1]. Given the reactants [OH:1][C:2]1[C:10]([CH3:11])=[CH:9][CH:8]=[C:7]([CH:12]([CH3:14])[CH3:13])[C:3]=1[C:4]([OH:6])=O.[Cl:15][C:16]1[CH:22]=[C:21]([S:23]([C:26]([F:29])([F:28])[F:27])(=[O:25])=[O:24])[CH:20]=[CH:19][C:17]=1[NH2:18], predict the reaction product. (7) Given the reactants Br[C:2]1[CH:9]=[C:8]([N:10]2[C:18]3[C:13](=[C:14]([C:19]4[CH:20]=[N:21][C:22]5[C:27]([CH:28]=4)=[CH:26][CH:25]=[CH:24][CH:23]=5)[CH:15]=[CH:16][CH:17]=3)[C:12]([CH3:29])=[N:11]2)[CH:7]=[CH:6][C:3]=1[C:4]#[N:5].[NH2:30][CH2:31][CH2:32][CH2:33][OH:34].C(=O)([O-])[O-].[Cs+].[Cs+].C1(P(C2C=CC=CC=2)C2C3OC4C(=CC=CC=4P(C4C=CC=CC=4)C4C=CC=CC=4)C(C)(C)C=3C=CC=2)C=CC=CC=1, predict the reaction product. The product is: [OH:34][CH2:33][CH2:32][CH2:31][NH:30][C:2]1[CH:9]=[C:8]([N:10]2[C:18]3[C:13](=[C:14]([C:19]4[CH:20]=[N:21][C:22]5[C:27]([CH:28]=4)=[CH:26][CH:25]=[CH:24][CH:23]=5)[CH:15]=[CH:16][CH:17]=3)[C:12]([CH3:29])=[N:11]2)[CH:7]=[CH:6][C:3]=1[C:4]#[N:5]. (8) Given the reactants C(OC(=O)[NH:10][CH2:11][CH:12]([S:14](=[O:26])(=[O:25])[NH:15][CH:16]1[CH2:21][CH2:20][N:19]([CH:22]([CH3:24])[CH3:23])[CH2:18][CH2:17]1)[CH3:13])C1C=CC=CC=1, predict the reaction product. The product is: [CH:22]([N:19]1[CH2:20][CH2:21][CH:16]([NH:15][S:14]([CH:12]([CH3:13])[CH2:11][NH2:10])(=[O:25])=[O:26])[CH2:17][CH2:18]1)([CH3:24])[CH3:23]. (9) Given the reactants [F:1][C:2]1[CH:7]=[C:6]([O:8][CH:9]2[CH2:14][CH2:13][N:12]([CH2:15][CH2:16][F:17])[CH2:11][CH2:10]2)[CH:5]=[CH:4][C:3]=1[NH:18]C(=O)C(C)(C)C.Cl.C([O-])([O-])=O.[Na+].[Na+], predict the reaction product. The product is: [F:1][C:2]1[CH:7]=[C:6]([O:8][CH:9]2[CH2:10][CH2:11][N:12]([CH2:15][CH2:16][F:17])[CH2:13][CH2:14]2)[CH:5]=[CH:4][C:3]=1[NH2:18].